This data is from Full USPTO retrosynthesis dataset with 1.9M reactions from patents (1976-2016). The task is: Predict the reactants needed to synthesize the given product. (1) Given the product [CH3:11][O:12][C:13](=[O:46])[NH:14][C@H:15]([C:19]([N:21]1[CH2:25][CH2:24][CH2:23][C@H:22]1[C:26]1[NH:27][C:28]([C:31]2[CH:32]=[CH:33][C:34]([C:2]3[C:3]4[S:9][CH:8]=[C:7]([C:34]5[CH:35]=[CH:36][C:31]([C:28]6[NH:27][C:26]([C@@H:22]7[CH2:23][CH2:24][CH2:25][N:21]7[C:19](=[O:20])[C@@H:15]([NH:14][C:13]([O:12][CH3:11])=[O:46])[CH:16]([CH3:17])[CH3:18])=[N:30][CH:29]=6)=[CH:32][CH:33]=5)[C:4]=4[S:5][CH:6]=3)=[CH:35][CH:36]=2)=[CH:29][N:30]=1)=[O:20])[CH:16]([CH3:18])[CH3:17], predict the reactants needed to synthesize it. The reactants are: Br[C:2]1[C:3]2[S:9][CH:8]=[C:7](Br)[C:4]=2[S:5][CH:6]=1.[CH3:11][O:12][C:13](=[O:46])[NH:14][C@H:15]([C:19]([N:21]1[CH2:25][CH2:24][CH2:23][C@H:22]1[C:26]1[NH:27][C:28]([C:31]2[CH:36]=[CH:35][C:34](B3OC(C)(C)C(C)(C)O3)=[CH:33][CH:32]=2)=[CH:29][N:30]=1)=[O:20])[CH:16]([CH3:18])[CH3:17]. (2) Given the product [C:19]([SiH2:16][O:34][C:33]([CH3:35])([CH3:12])[C:6]1[CH:9]=[CH:10][C:3]([C:1]#[N:2])=[CH:4][CH:5]=1)([CH3:22])([CH3:21])[CH3:20], predict the reactants needed to synthesize it. The reactants are: [C:1]([C:3]1[CH:10]=[CH:9][C:6](CO)=[CH:5][CH:4]=1)#[N:2].N1C=CN=[CH:12]1.[Si:16](Cl)([C:19]([CH3:22])([CH3:21])[CH3:20])(C)C.OS([O-])(=O)=O.[K+].CCO[C:33]([CH3:35])=[O:34]. (3) Given the product [Br:1][C:2]1[CH:9]=[CH:8][C:5]([CH:6]=[O:7])=[C:4]([N:11]2[CH2:16][CH2:15][CH2:14][CH2:13][CH2:12]2)[CH:3]=1, predict the reactants needed to synthesize it. The reactants are: [Br:1][C:2]1[CH:9]=[CH:8][C:5]([CH:6]=[O:7])=[C:4](F)[CH:3]=1.[NH:11]1[CH2:16][CH2:15][CH2:14][CH2:13][CH2:12]1.C(=O)([O-])[O-].[K+].[K+]. (4) Given the product [N+:14]([C:17]1[CH:22]=[C:21]([C:2]2[S:6][C:5]([C:7]([S:10]([NH2:13])(=[O:12])=[O:11])([CH3:9])[CH3:8])=[N:4][CH:3]=2)[CH:20]=[C:19]([NH:32][C:33]2[N:38]=[C:37]([C:39]([F:42])([F:41])[F:40])[CH:36]=[CH:35][N:34]=2)[CH:18]=1)([O-:16])=[O:15], predict the reactants needed to synthesize it. The reactants are: Br[C:2]1[S:6][C:5]([C:7]([S:10]([NH2:13])(=[O:12])=[O:11])([CH3:9])[CH3:8])=[N:4][CH:3]=1.[N+:14]([C:17]1[CH:18]=[C:19]([NH:32][C:33]2[N:38]=[C:37]([C:39]([F:42])([F:41])[F:40])[CH:36]=[CH:35][N:34]=2)[CH:20]=[C:21](B2OC(C)(C)C(C)(C)O2)[CH:22]=1)([O-:16])=[O:15].O1CCOCC1.C([O-])([O-])=O.[Na+].[Na+].